Predict the product of the given reaction. From a dataset of Forward reaction prediction with 1.9M reactions from USPTO patents (1976-2016). (1) Given the reactants [C:1]([C:3]1[CH:4]=[C:5]([CH:33]=[C:34]([OH:36])[CH:35]=1)[C:6]([NH:8][C:9]1[C:10]([CH3:32])=[C:11]2[C:17]([CH:18]3[CH2:23][CH2:22][N:21]([C:24]([CH:26]4[CH2:30][CH2:29][CH2:28][CH2:27]4)=[O:25])[CH2:20][CH2:19]3)=[CH:16][N:15]([CH3:31])[C:12]2=[N:13][CH:14]=1)=[O:7])#[N:2].C([O-])([O-])=O.[K+].[K+].Br[CH2:44][CH2:45][O:46][CH3:47].O, predict the reaction product. The product is: [C:1]([C:3]1[CH:4]=[C:5]([CH:33]=[C:34]([O:36][CH2:44][CH2:45][O:46][CH3:47])[CH:35]=1)[C:6]([NH:8][C:9]1[C:10]([CH3:32])=[C:11]2[C:17]([CH:18]3[CH2:23][CH2:22][N:21]([C:24]([CH:26]4[CH2:30][CH2:29][CH2:28][CH2:27]4)=[O:25])[CH2:20][CH2:19]3)=[CH:16][N:15]([CH3:31])[C:12]2=[N:13][CH:14]=1)=[O:7])#[N:2]. (2) Given the reactants [C:1]([S:5][CH:6]1[C:14]2[C:9](=[CH:10][CH:11]=[CH:12][CH:13]=2)[C:8](=[O:15])[CH2:7]1)([CH3:4])([CH3:3])[CH3:2].[BH4-].[Na+], predict the reaction product. The product is: [C:1]([S:5][C@@H:6]1[C:14]2[C:9](=[CH:10][CH:11]=[CH:12][CH:13]=2)[C@H:8]([OH:15])[CH2:7]1)([CH3:4])([CH3:2])[CH3:3].